Dataset: Forward reaction prediction with 1.9M reactions from USPTO patents (1976-2016). Task: Predict the product of the given reaction. Given the reactants [NH2:1][C:2]1[CH:3]=[C:4]2[C:13](=[CH:14][CH:15]=1)[O:12][CH2:11][C:10]1[N:5]2[C@H:6]([CH3:17])[C:7](=[O:16])[NH:8][N:9]=1.O=[C:19]1[CH2:23][CH2:22][N:21]([C:24]([O:26][C:27]([CH3:30])([CH3:29])[CH3:28])=[O:25])[CH2:20]1.C([BH3-])#N.[Na+], predict the reaction product. The product is: [C:27]([O:26][C:24]([N:21]1[CH2:22][CH2:23][CH:19]([NH:1][C:2]2[CH:3]=[C:4]3[C:13](=[CH:14][CH:15]=2)[O:12][CH2:11][C:10]2[N:5]3[C@H:6]([CH3:17])[C:7](=[O:16])[NH:8][N:9]=2)[CH2:20]1)=[O:25])([CH3:30])([CH3:28])[CH3:29].